Dataset: Forward reaction prediction with 1.9M reactions from USPTO patents (1976-2016). Task: Predict the product of the given reaction. (1) Given the reactants [Br:1][C:2]1[CH:10]=[CH:9][C:5]([C:6]([OH:8])=O)=[C:4](F)[CH:3]=1.[CH2:12]([NH2:15])[CH2:13][NH2:14].F[P-](F)(F)(F)(F)F.N1(OC(N(C)C)=[N+](C)C)C2N=CC=CC=2N=N1.[OH-].[Na+], predict the reaction product. The product is: [Br:1][C:2]1[CH:10]=[CH:9][C:5]2[C:6](=[O:8])[NH:15][CH2:12][CH2:13][NH:14][C:4]=2[CH:3]=1. (2) The product is: [F:1][C:2]1[CH:9]=[CH:8][C:5]([CH2:6][NH:7][C:23]([C:16]2[N:17]=[CH:18][N:19]([CH3:22])[C:20](=[O:21])[C:15]=2[OH:14])=[O:24])=[CH:4][CH:3]=1. Given the reactants [F:1][C:2]1[CH:9]=[CH:8][C:5]([CH2:6][NH2:7])=[CH:4][CH:3]=1.CC(C)(C)C([O:14][C:15]1[C:20](=[O:21])[N:19]([CH3:22])[CH:18]=[N:17][C:16]=1[C:23](OC)=[O:24])=O.O.C(#N)C, predict the reaction product. (3) Given the reactants [CH3:1][N:2]([CH3:18])[C:3](=[O:17])[C@H:4]([CH2:12][S:13]([CH3:16])(=[O:15])=[O:14])[NH:5][C:6]1[CH2:10][S:9][C:8](=[O:11])[N:7]=1.[F:19][C:20]([F:41])([F:40])[C:21]1[CH:35]=[C:34]([C:36]([F:39])([F:38])[F:37])[CH:33]=[CH:32][C:22]=1[CH2:23][N:24]1[CH2:29][CH2:28][CH:27]([CH:30]=O)[CH2:26][CH2:25]1.C([O-])(=O)C.[NH2+]1CCCCC1, predict the reaction product. The product is: [F:41][C:20]([F:19])([F:40])[C:21]1[CH:35]=[C:34]([C:36]([F:39])([F:38])[F:37])[CH:33]=[CH:32][C:22]=1[CH2:23][N:24]1[CH2:29][CH2:28][CH:27](/[CH:30]=[C:10]2/[C:6]([NH:5][C@H:4]([C:3]([N:2]([CH3:18])[CH3:1])=[O:17])[CH2:12][S:13]([CH3:16])(=[O:15])=[O:14])=[N:7][C:8](=[O:11])[S:9]/2)[CH2:26][CH2:25]1. (4) Given the reactants [Cl:1][C:2]1[CH:3]=[C:4]([N:10]([C:15]2[C:34]([CH:35]3[CH2:37][CH2:36]3)=[CH:33][C:18]3[C:19]([C:29]([NH:31][CH3:32])=[O:30])=[C:20]([C:22]4[CH:27]=[CH:26][C:25]([F:28])=[CH:24][CH:23]=4)[O:21][C:17]=3[CH:16]=2)[S:11]([CH3:14])(=[O:13])=[O:12])[CH:5]=[CH:6][C:7]=1[CH:8]=C.C1C[O:41]CC1.O.I([O-])(=O)(=O)=O.[Na+], predict the reaction product. The product is: [Cl:1][C:2]1[CH:3]=[C:4]([N:10]([C:15]2[C:34]([CH:35]3[CH2:37][CH2:36]3)=[CH:33][C:18]3[C:19]([C:29]([NH:31][CH3:32])=[O:30])=[C:20]([C:22]4[CH:23]=[CH:24][C:25]([F:28])=[CH:26][CH:27]=4)[O:21][C:17]=3[CH:16]=2)[S:11]([CH3:14])(=[O:13])=[O:12])[CH:5]=[CH:6][C:7]=1[CH:8]=[O:41]. (5) Given the reactants [BH-](OC(C)=O)(OC(C)=O)OC(C)=O.[Na+].[F:15][C:16]([F:51])([F:50])[C:17]1[CH:18]=[C:19]([CH:27]([C:44]2[N:45]=[N:46][N:47]([CH3:49])[N:48]=2)[N:28]2[C:37]3[C:32](=[CH:33][CH:34]=[C:35]([C:38]([F:41])([F:40])[F:39])[CH:36]=3)[NH:31][CH:30]([CH2:42][CH3:43])[CH2:29]2)[CH:20]=[C:21]([C:23]([F:26])([F:25])[F:24])[CH:22]=1.O=[CH:53][CH2:54][CH2:55][CH2:56][C:57]([O:59][CH3:60])=[O:58], predict the reaction product. The product is: [F:24][C:23]([F:26])([F:25])[C:21]1[CH:20]=[C:19]([CH:27]([C:44]2[N:45]=[N:46][N:47]([CH3:49])[N:48]=2)[N:28]2[C:37]3[C:32](=[CH:33][CH:34]=[C:35]([C:38]([F:39])([F:41])[F:40])[CH:36]=3)[N:31]([CH2:53][CH2:54][CH2:55][CH2:56][C:57]([O:59][CH3:60])=[O:58])[CH:30]([CH2:42][CH3:43])[CH2:29]2)[CH:18]=[C:17]([C:16]([F:15])([F:50])[F:51])[CH:22]=1. (6) Given the reactants [CH3:1][N:2]1[C:6]([CH3:7])=[C:5](/[CH:8]=[CH:9]/[C:10]([O:12]CC)=[O:11])[CH:4]=[N:3]1.[OH-].[Na+].Cl, predict the reaction product. The product is: [CH3:1][N:2]1[C:6]([CH3:7])=[C:5](/[CH:8]=[CH:9]/[C:10]([OH:12])=[O:11])[CH:4]=[N:3]1. (7) Given the reactants [NH2:1][C:2]1[C:3]([F:22])=[CH:4][C:5]([Cl:21])=[C:6]([C:8]2[C:9](=[O:20])[N:10]([CH3:19])[C:11]3[C:16]([CH:17]=2)=[CH:15][N:14]=[C:13](Cl)[CH:12]=3)[CH:7]=1.COC1C=CC(CNC)=CC=1, predict the reaction product. The product is: [NH2:1][C:2]1[C:3]([F:22])=[CH:4][C:5]([Cl:21])=[C:6]([C:8]2[C:9](=[O:20])[N:10]([CH3:19])[C:11]3[C:16]([CH:17]=2)=[CH:15][N:14]=[CH:13][CH:12]=3)[CH:7]=1. (8) Given the reactants Cl.[NH2:2][C:3]1[CH:8]=[CH:7][C:6]([CH3:9])=[CH:5][CH:4]=1.[N:10]([O-])=O.[Na+].[CH3:14][C:15]1([CH3:24])[CH2:20][CH:19]([OH:21])[CH2:18][C:17]([CH3:23])([CH3:22])[NH:16]1, predict the reaction product. The product is: [CH3:14][C:15]1([CH3:24])[CH2:20][CH:19]([OH:21])[CH2:18][C:17]([CH3:23])([CH3:22])[N:16]1[N:10]=[N:2][C:3]1[CH:8]=[CH:7][C:6]([CH3:9])=[CH:5][CH:4]=1.